Predict the reactants needed to synthesize the given product. From a dataset of Full USPTO retrosynthesis dataset with 1.9M reactions from patents (1976-2016). (1) Given the product [C:36]([O:29][C:22]1[CH:21]=[C:20]([S:17]([O:16][C:15]2[CH:14]=[CH:13][C:12]([CH2:11][CH2:10][C:9]3[C:8]4[CH:32]=[CH:33][CH:34]=[CH:35][C:7]=4[O:6][C:5]=3[CH2:1][CH2:2][CH2:3][CH3:4])=[CH:31][CH:30]=2)(=[O:18])=[O:19])[CH:28]=[CH:27][C:23]=1[C:24]([OH:26])=[O:25])(=[O:38])[CH3:37], predict the reactants needed to synthesize it. The reactants are: [CH2:1]([C:5]1[O:6][C:7]2[CH:35]=[CH:34][CH:33]=[CH:32][C:8]=2[C:9]=1[CH2:10][CH2:11][C:12]1[CH:31]=[CH:30][C:15]([O:16][S:17]([C:20]2[CH:28]=[CH:27][C:23]([C:24]([OH:26])=[O:25])=[C:22]([OH:29])[CH:21]=2)(=[O:19])=[O:18])=[CH:14][CH:13]=1)[CH2:2][CH2:3][CH3:4].[C:36](OC(=O)C)(=[O:38])[CH3:37].O. (2) Given the product [Cl:1][C:2]1[CH:7]=[C:6]([Cl:8])[CH:5]=[CH:4][C:3]=1[C:9]1[C:10]([C:11]([O:13][CH2:14][CH3:15])=[O:12])=[CH:71][CH:72]=[C:67]([NH:66][CH2:65][CH2:64][NH:63][C:61]2[CH:60]=[CH:59][C:58]([N+:86]([O-:88])=[O:87])=[CH:57][N:62]=2)[N:68]=1, predict the reactants needed to synthesize it. The reactants are: [Cl:1][C:2]1[CH:7]=[C:6]([Cl:8])[CH:5]=[CH:4][C:3]=1[C:9](=O)[CH2:10][C:11]([O:13][CH2:14][CH3:15])=[O:12].C(C1C(=O)C(Cl)=C(Cl)C(=O)C=1C#N)#N.ClC1C=CC=CN=1.ClC1N=C(C2C=CC=CC=2)C(C(OCC)=O)=CC=1.N[C:57]1[N:62]=[C:61]([NH:63][CH2:64][CH2:65][NH:66][C:67]2[CH:72]=[CH:71]C(C3NC=CN=3)=C(C3C=CC(Cl)=CC=3Cl)[N:68]=2)[CH:60]=[CH:59][C:58]=1[N+:86]([O-:88])=[O:87]. (3) Given the product [F:30][C:31]1[CH:39]=[C:35]([NH:3][C:6](=[O:20])[O:12][C:8]([CH3:11])([CH3:10])[CH3:9])[CH:34]=[N:33][C:32]=1[N:40]1[N:41]=[CH:42][CH:43]=[N:44]1, predict the reactants needed to synthesize it. The reactants are: C([N:3]([CH2:6]C)CC)C.[C:8]([OH:12])([CH3:11])([CH3:10])[CH3:9].C1C=CC(P(N=[N+]=[N-])(C2C=CC=CC=2)=[O:20])=CC=1.[F:30][C:31]1[C:32]([N:40]2[N:44]=[CH:43][CH:42]=[N:41]2)=[N:33][CH:34]=[C:35]([CH:39]=1)C(O)=O. (4) Given the product [OH:13][C:12]1[C:7]2=[N:6][C:14]([CH3:15])=[C:17]([CH2:22][CH2:21][Cl:3])[C:18](=[O:19])[N:8]2[CH:9]=[CH:10][CH:11]=1, predict the reactants needed to synthesize it. The reactants are: P(Cl)(Cl)([Cl:3])=O.[NH2:6][C:7]1[C:12]([OH:13])=[CH:11][CH:10]=[CH:9][N:8]=1.[C:14]([CH:17]1[CH2:22][CH2:21]O[C:18]1=[O:19])(=O)[CH3:15].N. (5) Given the product [OH:28][CH2:27][CH2:26][CH2:25][O:29][C:2]1[CH:3]=[CH:4][C:5]2[C:6](=[O:22])[N:7]([C:16]3[CH:21]=[CH:20][CH:19]=[CH:18][CH:17]=3)[C:8](=[O:15])[C:9]3[C:14]=2[C:13]=1[CH:12]=[CH:11][CH:10]=3, predict the reactants needed to synthesize it. The reactants are: Br[C:2]1[CH:3]=[CH:4][C:5]2[C:6](=[O:22])[N:7]([C:16]3[CH:21]=[CH:20][CH:19]=[CH:18][CH:17]=3)[C:8](=[O:15])[C:9]3[C:14]=2[C:13]=1[CH:12]=[CH:11][CH:10]=3.[OH-].[Na+].[CH2:25]([OH:29])[CH2:26][CH2:27][OH:28]. (6) Given the product [F:32][C:27]1[CH:28]=[CH:29][CH:30]=[CH:31][C:26]=1[CH2:25][C@@H:24]([N:22]([CH3:23])[C:21](=[O:37])[C@H:9]([NH:7][CH3:6])[CH2:10][C:11]1[CH:20]=[CH:19][C:18]2[C:13](=[CH:14][CH:15]=[CH:16][CH:17]=2)[CH:12]=1)[C:33](=[O:36])[NH:34][CH3:35], predict the reactants needed to synthesize it. The reactants are: C(O[C:6](=O)[N:7]([C@@H:9]([C:21](=[O:37])[N:22]([C@@H:24]([C:33](=[O:36])[NH:34][CH3:35])[CH2:25][C:26]1[CH:31]=[CH:30][CH:29]=[CH:28][C:27]=1[F:32])[CH3:23])[CH2:10][C:11]1[CH:20]=[CH:19][C:18]2[C:13](=[CH:14][CH:15]=[CH:16][CH:17]=2)[CH:12]=1)C)(C)(C)C.FC(F)(F)C(O)=O.C(=O)([O-])O.[Na+].C(=O)([O-])[O-].[Na+].[Na+].C(=O)([O-])O.[Na+].